From a dataset of Full USPTO retrosynthesis dataset with 1.9M reactions from patents (1976-2016). Predict the reactants needed to synthesize the given product. (1) Given the product [Cl:29][C:16]1[CH:15]=[C:14]([N:5]([C:6]2[CH:11]=[CH:10][C:9]([F:12])=[CH:8][C:7]=2[CH3:13])[C:4]([O:3][CH2:2][O:35][C:33](=[O:34])[C:32]([CH3:37])([CH3:36])[CH3:31])=[O:30])[CH:19]=[CH:18][C:17]=1[C:20](=[O:28])[C:21]1[CH:26]=[CH:25][CH:24]=[CH:23][C:22]=1[CH3:27], predict the reactants needed to synthesize it. The reactants are: Cl[CH2:2][O:3][C:4](=[O:30])[N:5]([C:14]1[CH:19]=[CH:18][C:17]([C:20](=[O:28])[C:21]2[CH:26]=[CH:25][CH:24]=[CH:23][C:22]=2[CH3:27])=[C:16]([Cl:29])[CH:15]=1)[C:6]1[CH:11]=[CH:10][C:9]([F:12])=[CH:8][C:7]=1[CH3:13].[CH3:31][C:32]([CH3:37])([CH3:36])[C:33]([O-:35])=[O:34].C([N+](CCCC)(CCCC)CCCC)CCC. (2) Given the product [CH2:1]([O:3][NH:4][CH:5]([C:12]1[CH:17]=[CH:16][CH:15]=[CH:14][CH:13]=1)[C:6]1[CH:11]=[CH:10][CH:9]=[CH:8][CH:7]=1)[CH3:2], predict the reactants needed to synthesize it. The reactants are: [CH2:1]([O:3][N:4]=[C:5]([C:12]1[CH:17]=[CH:16][CH:15]=[CH:14][CH:13]=1)[C:6]1[CH:11]=[CH:10][CH:9]=[CH:8][CH:7]=1)[CH3:2].[BH3-]C#N.[Na+]. (3) The reactants are: Cl[CH2:2][C:3]([N:5]1[C:13]2[C:8](=[CH:9][C:10]([N+:14]([O-:16])=[O:15])=[CH:11][CH:12]=2)[CH2:7][CH2:6]1)=[O:4].[Na].[NH:18]1[CH:22]=[N:21][CH:20]=[N:19]1.C(OCC)(=O)C.O. Given the product [N+:14]([C:10]1[CH:9]=[C:8]2[C:13](=[CH:12][CH:11]=1)[N:5]([C:3](=[O:4])[CH2:2][N:18]1[CH:22]=[N:21][CH:20]=[N:19]1)[CH2:6][CH2:7]2)([O-:16])=[O:15], predict the reactants needed to synthesize it.